This data is from HIV replication inhibition screening data with 41,000+ compounds from the AIDS Antiviral Screen. The task is: Binary Classification. Given a drug SMILES string, predict its activity (active/inactive) in a high-throughput screening assay against a specified biological target. (1) The compound is S=C(NNc1ccccc1Oc1ccccc1)NNc1ccccc1Oc1ccccc1. The result is 0 (inactive). (2) The drug is O=Cc1ccc2c(c1I)OCO2. The result is 0 (inactive). (3) The drug is O=C(CS)NCCNC(=O)CS. The result is 0 (inactive). (4) The compound is CN(C)c1ncnc2c1ncn2C1OC(CO)C(O)C1O. The result is 0 (inactive). (5) The result is 0 (inactive). The drug is Cc1nn(C(=O)c2c(O)cccc2Cl)c(C)c1N=Nc1ccccc1. (6) The result is 0 (inactive). The molecule is O=[N+]([O-])c1ccc(C2=Cc3ccc4ccccc4[n+]3[N-]C2)cc1.